From a dataset of Full USPTO retrosynthesis dataset with 1.9M reactions from patents (1976-2016). Predict the reactants needed to synthesize the given product. (1) Given the product [CH2:1]([O:8][C:9]1[CH:18]=[C:17]2[C:16]([C:26](=[O:27])[CH:21]=[CH:20][NH:19]2)=[CH:15][C:10]=1[C:11]([O:13][CH3:14])=[O:12])[C:2]1[CH:3]=[CH:4][CH:5]=[CH:6][CH:7]=1, predict the reactants needed to synthesize it. The reactants are: [CH2:1]([O:8][C:9]1[CH:18]=[C:17]([NH:19][CH:20]=[C:21]2[C:26](=[O:27])OC(C)(C)OC2=O)[CH:16]=[CH:15][C:10]=1[C:11]([O:13][CH3:14])=[O:12])[C:2]1[CH:7]=[CH:6][CH:5]=[CH:4][CH:3]=1. (2) Given the product [Cl:1][C:2]1[CH:3]=[CH:4][C:5]([N:8]2[C:13](=[O:14])[C:12]3[N:15]([S:34]([CH3:33])(=[O:36])=[O:35])[N:16]=[C:17]([C:18]4[CH:23]=[CH:22][CH:21]=[CH:20][CH:19]=4)[C:11]=3[N:10]=[C:9]2[C:24]2[CH:25]=[CH:26][C:27]([CH:30]([CH3:32])[CH3:31])=[CH:28][CH:29]=2)=[CH:6][CH:7]=1, predict the reactants needed to synthesize it. The reactants are: [Cl:1][C:2]1[CH:7]=[CH:6][C:5]([N:8]2[C:13](=[O:14])[C:12]3[NH:15][N:16]=[C:17]([C:18]4[CH:23]=[CH:22][CH:21]=[CH:20][CH:19]=4)[C:11]=3[N:10]=[C:9]2[C:24]2[CH:29]=[CH:28][C:27]([CH:30]([CH3:32])[CH3:31])=[CH:26][CH:25]=2)=[CH:4][CH:3]=1.[CH3:33][S:34](Cl)(=[O:36])=[O:35]. (3) The reactants are: N#N.[Cl:3][C:4]1[CH:9]=[CH:8][N:7]2[C:10](I)=[CH:11][N:12]=[C:6]2[CH:5]=1.[OH:14][CH2:15][C:16]1[CH:21]=[CH:20][C:19](B(O)O)=[CH:18][CH:17]=1.C([O-])([O-])=O.[K+].[K+]. Given the product [Cl:3][C:4]1[CH:9]=[CH:8][N:7]2[C:10]([C:19]3[CH:20]=[CH:21][C:16]([CH2:15][OH:14])=[CH:17][CH:18]=3)=[CH:11][N:12]=[C:6]2[CH:5]=1, predict the reactants needed to synthesize it.